Dataset: Full USPTO retrosynthesis dataset with 1.9M reactions from patents (1976-2016). Task: Predict the reactants needed to synthesize the given product. (1) Given the product [Cl:2][C:3]1[CH:8]=[CH:7][C:6]([C:9](=[C:15]2[CH2:16][CH2:17][O:12][CH2:13][CH2:14]2)[C:10]#[N:11])=[CH:5][CH:4]=1, predict the reactants needed to synthesize it. The reactants are: [Na].[Cl:2][C:3]1[CH:8]=[CH:7][C:6]([CH2:9][C:10]#[N:11])=[CH:5][CH:4]=1.[O:12]1[CH2:17][CH2:16][C:15](=O)[CH2:14][CH2:13]1. (2) Given the product [Cl:26][C:22]1[CH:21]=[C:20]([CH:25]=[CH:24][CH:23]=1)[C:19]([NH:18][C:17]1[C:12]([N:9]2[CH2:10][CH2:11][CH:6]([CH2:5][C:4]([OH:32])=[O:3])[CH2:7][CH2:8]2)=[N:13][C:14]([S:28]([CH3:31])(=[O:29])=[O:30])=[CH:15][CH:16]=1)=[O:27], predict the reactants needed to synthesize it. The reactants are: C([O:3][C:4](=[O:32])[CH2:5][CH:6]1[CH2:11][CH2:10][N:9]([C:12]2[C:17]([NH:18][C:19](=[O:27])[C:20]3[CH:25]=[CH:24][CH:23]=[C:22]([Cl:26])[CH:21]=3)=[CH:16][CH:15]=[C:14]([S:28]([CH3:31])(=[O:30])=[O:29])[N:13]=2)[CH2:8][CH2:7]1)C.O1CCCC1.CO.[OH-].[Li+].